This data is from Ames mutagenicity test results for genotoxicity prediction. The task is: Regression/Classification. Given a drug SMILES string, predict its toxicity properties. Task type varies by dataset: regression for continuous values (e.g., LD50, hERG inhibition percentage) or binary classification for toxic/non-toxic outcomes (e.g., AMES mutagenicity, cardiotoxicity, hepatotoxicity). Dataset: ames. (1) The compound is CCCCCCC(=O)OCCN1CCN(CCCN2c3ccccc3Sc3ccc(C(F)(F)F)cc32)CC1. The result is 0 (non-mutagenic). (2) The molecule is O=C(C(Cl)Cl)C(Cl)(Cl)Cl. The result is 1 (mutagenic). (3) The molecule is Nc1cnc2c(c1)nc1ccccn12. The result is 1 (mutagenic). (4) The compound is Cc1ccc(S(=O)(=O)OCC(C)C)cc1. The result is 0 (non-mutagenic). (5) The compound is COc1ccc(N)c(OC)c1. The result is 1 (mutagenic). (6) The drug is COc1nsc2c(OCC3CO3)cccc12. The result is 1 (mutagenic).